Dataset: Peptide-MHC class I binding affinity with 185,985 pairs from IEDB/IMGT. Task: Regression. Given a peptide amino acid sequence and an MHC pseudo amino acid sequence, predict their binding affinity value. This is MHC class I binding data. (1) The peptide sequence is LCLIPTAMAF. The MHC is HLA-A23:01 with pseudo-sequence HLA-A23:01. The binding affinity (normalized) is 0.354. (2) The peptide sequence is ILAADLEKL. The MHC is HLA-A02:01 with pseudo-sequence HLA-A02:01. The binding affinity (normalized) is 0.646. (3) The peptide sequence is SSECQGEML. The MHC is HLA-B15:01 with pseudo-sequence HLA-B15:01. The binding affinity (normalized) is 0.0847. (4) The peptide sequence is YGVKNLFDW. The MHC is HLA-B58:01 with pseudo-sequence HLA-B58:01. The binding affinity (normalized) is 0.213. (5) The peptide sequence is KIYTLIYRQL. The MHC is HLA-A02:02 with pseudo-sequence HLA-A02:02. The binding affinity (normalized) is 0.394. (6) The peptide sequence is YCDPKRFFL. The MHC is HLA-A24:02 with pseudo-sequence HLA-A24:02. The binding affinity (normalized) is 0.137. (7) The peptide sequence is APAKKAAPA. The MHC is HLA-B48:01 with pseudo-sequence HLA-B48:01. The binding affinity (normalized) is 0.0847.